Dataset: Reaction yield outcomes from USPTO patents with 853,638 reactions. Task: Predict the reaction yield, written as a fraction of the theoretical maximum amount of product (1.0 means a 100% yield; for example, 0.34 means a 34% yield). The reactants are [NH2:1][CH2:2][CH2:3][O:4][C:5]1[C:10]([CH3:11])=[CH:9][C:8]([C:12]2[NH:21][C:20](=[O:22])[C:19]3[C:14](=[CH:15][C:16]([O:25][CH3:26])=[CH:17][C:18]=3[O:23][CH3:24])[N:13]=2)=[CH:7][C:6]=1[CH3:27].[CH3:28][C:29]([CH3:31])=O.[H][H]. The product is [CH:29]([NH:1][CH2:2][CH2:3][O:4][C:5]1[C:10]([CH3:11])=[CH:9][C:8]([C:12]2[NH:21][C:20](=[O:22])[C:19]3[C:14](=[CH:15][C:16]([O:25][CH3:26])=[CH:17][C:18]=3[O:23][CH3:24])[N:13]=2)=[CH:7][C:6]=1[CH3:27])([CH3:31])[CH3:28]. The yield is 0.700. The catalyst is CCO.O=[Pt]=O.